The task is: Predict the product of the given reaction.. This data is from Forward reaction prediction with 1.9M reactions from USPTO patents (1976-2016). (1) Given the reactants [CH2:1]([C:3]1[N:7]([C:8]2[C:16]3[O:15][CH2:14][C@@H:13]([NH:17][C:18]4[CH:30]=[CH:29][C:21]5[C@H:22]([CH2:25][C:26]([OH:28])=[O:27])[CH2:23][O:24][C:20]=5[CH:19]=4)[C:12]=3[CH:11]=[CH:10][CH:9]=2)[C:6]2[CH:31]=[CH:32][CH:33]=[CH:34][C:5]=2[N:4]=1)[CH3:2].[OH-].[Na+:36].C(#N)C, predict the reaction product. The product is: [CH2:1]([C:3]1[N:7]([C:8]2[C:16]3[O:15][CH2:14][C@@H:13]([NH:17][C:18]4[CH:30]=[CH:29][C:21]5[C@H:22]([CH2:25][C:26]([O-:28])=[O:27])[CH2:23][O:24][C:20]=5[CH:19]=4)[C:12]=3[CH:11]=[CH:10][CH:9]=2)[C:6]2[CH:31]=[CH:32][CH:33]=[CH:34][C:5]=2[N:4]=1)[CH3:2].[Na+:36]. (2) Given the reactants [C:1]1([C:7]2([C:13]([N:15]3[CH2:19][CH2:18][CH2:17][CH2:16]3)=[O:14])[CH2:12][CH2:11][NH:10][CH2:9][CH2:8]2)[CH:6]=[CH:5][CH:4]=[CH:3][CH:2]=1.[ClH:20].C(N([C:26]1([C:58]2[CH:63]=[CH:62][CH:61]=[CH:60][CH:59]=2)[CH2:31][CH2:30][N:29]([CH2:32][CH2:33][CH2:34][C:35]2([C:50]3[CH:55]=[CH:54][C:53]([Cl:56])=[C:52]([Cl:57])[CH:51]=3)[CH2:41][CH2:40][CH2:39][CH2:38][N:37]([C:42](=[O:49])[C:43]3[CH:48]=[CH:47][CH:46]=[CH:45][CH:44]=3)[CH2:36]2)[CH2:28][CH2:27]1)C)(=O)C.C([O-])([O-])=O.[K+].[K+], predict the reaction product. The product is: [OH2:14].[ClH:56].[C:42]([N:37]1[CH2:38][CH2:39][CH2:40][CH2:41][C:35]([C:50]2[CH:55]=[CH:54][C:53]([Cl:56])=[C:52]([Cl:57])[CH:51]=2)([CH2:34][CH2:33][CH2:32][N:10]2[CH2:11][CH2:12][C:7]([C:1]3[CH:2]=[CH:3][CH:4]=[CH:5][CH:6]=3)([C:13]([N:15]3[CH2:19][CH2:18][CH2:17][CH2:16]3)=[O:14])[CH2:8][CH2:9]2)[CH2:36]1)(=[O:49])[C:43]1[CH:44]=[CH:45][CH:46]=[CH:47][CH:48]=1.[C:42]([N:37]1[CH2:38][CH2:39][CH2:40][CH2:41][C:35]([CH2:34][CH2:33][CH2:32][N:29]2[CH2:28][CH2:27][C:26]([C:13]([N:15]3[CH2:19][CH2:18][CH2:17][CH2:16]3)=[O:14])([C:58]3[CH:59]=[CH:60][CH:61]=[CH:62][CH:63]=3)[CH2:31][CH2:30]2)([C:50]2[CH:55]=[CH:54][C:53]([Cl:56])=[C:52]([Cl:57])[CH:51]=2)[CH2:36]1)(=[O:49])[C:43]1[CH:48]=[CH:47][CH:46]=[CH:45][CH:44]=1.[ClH:20]. (3) Given the reactants F[C:2]1[CH:11]=[C:10](F)[CH:9]=[C:8]2[C:3]=1[C:4](=[O:13])[NH:5][CH:6]=[N:7]2.N(C1[C:30]2[C:25](=CC=CC=2)N=CN=1)C1C=CC=CC=1.[O-:31][CH2:32][CH3:33].[Na+].[Cl-].[NH4+].CN(C)C=[O:40], predict the reaction product. The product is: [CH2:32]([O:31][C:2]1[CH:11]=[C:10]([O:40][CH2:30][CH3:25])[CH:9]=[C:8]2[C:3]=1[C:4](=[O:13])[NH:5][CH:6]=[N:7]2)[CH3:33]. (4) Given the reactants [CH3:1][C@@:2]1([C:8]2[CH:17]=[CH:16][C:15]3[C:10](=[CH:11][CH:12]=[C:13]([O:18][C@H:19]4[CH2:24][CH2:23][C@@H:22]([CH3:25])[CH2:21][CH2:20]4)[CH:14]=3)[CH:9]=2)[CH2:6][O:5]C(=O)[NH:3]1.C(O)C.O.[OH-].[Li+], predict the reaction product. The product is: [NH2:3][C@@:2]([C:8]1[CH:17]=[CH:16][C:15]2[C:10](=[CH:11][CH:12]=[C:13]([O:18][C@H:19]3[CH2:20][CH2:21][C@@H:22]([CH3:25])[CH2:23][CH2:24]3)[CH:14]=2)[CH:9]=1)([CH3:1])[CH2:6][OH:5]. (5) Given the reactants [CH3:1][O:2][C:3](=[O:14])[C:4](=O)[CH:5]=[CH:6][C:7]1[S:8][C:9]([Br:12])=[CH:10][CH:11]=1.Cl.[F:16][C:17]1[CH:22]=[C:21]([F:23])[CH:20]=[CH:19][C:18]=1[NH:24][NH2:25], predict the reaction product. The product is: [CH3:1][O:2][C:3]([C:4]1[CH2:5][CH:6]([C:7]2[S:8][C:9]([Br:12])=[CH:10][CH:11]=2)[N:24]([C:18]2[CH:19]=[CH:20][C:21]([F:23])=[CH:22][C:17]=2[F:16])[N:25]=1)=[O:14]. (6) Given the reactants [CH:1]1([CH2:4][O:5][NH:6][C:7]([C:9]2[C:17]([NH:18][C:19]3[CH:24]=[CH:23][C:22]([C:25]#[C:26][Si](C)(C)C)=[CH:21][C:20]=3[CH3:31])=[C:16]([F:32])[C:12]3[N:13]=[CH:14][NH:15][C:11]=3[CH:10]=2)=[O:8])[CH2:3][CH2:2]1.CCCC[N+](CCCC)(CCCC)CCCC.[F-], predict the reaction product. The product is: [CH:1]1([CH2:4][O:5][NH:6][C:7]([C:9]2[C:17]([NH:18][C:19]3[CH:24]=[CH:23][C:22]([C:25]#[CH:26])=[CH:21][C:20]=3[CH3:31])=[C:16]([F:32])[C:12]3[N:13]=[CH:14][NH:15][C:11]=3[CH:10]=2)=[O:8])[CH2:3][CH2:2]1.